From a dataset of Catalyst prediction with 721,799 reactions and 888 catalyst types from USPTO. Predict which catalyst facilitates the given reaction. (1) Reactant: [N+:1]([C:4]1[CH:16]=[CH:15][C:7]2[O:8][C:9]([CH3:14])([CH3:13])[O:10][C:11](=[O:12])[C:6]=2[CH:5]=1)([O-])=O. Product: [NH2:1][C:4]1[CH:16]=[CH:15][C:7]2[O:8][C:9]([CH3:13])([CH3:14])[O:10][C:11](=[O:12])[C:6]=2[CH:5]=1. The catalyst class is: 50. (2) Reactant: [F:1][C:2]1[CH:7]=[CH:6][C:5]([S:8]([N:11]2[CH2:16][CH2:15][CH:14]([C:17](=[O:22])N(C)OC)[CH2:13][CH2:12]2)(=[O:10])=[O:9])=[CH:4][CH:3]=1.[CH3:23][O:24][C:25]1[CH:26]=[C:27]([Mg]Br)[CH:28]=[CH:29][CH:30]=1. Product: [F:1][C:2]1[CH:3]=[CH:4][C:5]([S:8]([N:11]2[CH2:12][CH2:13][CH:14]([C:17](=[O:22])[C:29]3[CH:28]=[CH:27][CH:26]=[C:25]([O:24][CH3:23])[CH:30]=3)[CH2:15][CH2:16]2)(=[O:9])=[O:10])=[CH:6][CH:7]=1. The catalyst class is: 1. (3) Reactant: [O:1]1[C:5]2[CH:6]=[CH:7][C:8]([C:10]3[O:14][C:13]([CH2:15][CH2:16][C:17](N(OC)C)=[O:18])=[N:12][N:11]=3)=[CH:9][C:4]=2[CH2:3][CH2:2]1.[S:23]1[CH:27]=[CH:26][CH:25]=[C:24]1[Mg]Br.O1CCCC1.[Cl-].[NH4+].O. Product: [O:1]1[C:5]2[CH:6]=[CH:7][C:8]([C:10]3[O:14][C:13]([CH2:15][CH2:16][C:17]([C:24]4[S:23][CH:27]=[CH:26][CH:25]=4)=[O:18])=[N:12][N:11]=3)=[CH:9][C:4]=2[CH2:3][CH2:2]1. The catalyst class is: 7. (4) Reactant: [Cl:1][C:2]1[CH:3]=[C:4]([C:9]2[N:10]=[C:11]([N:20]3[CH:24]=[CH:23][N:22]=[C:21]3[CH3:25])[O:12][C:13]=2[CH2:14][CH2:15][C:16](OC)=[O:17])[CH:5]=[CH:6][C:7]=1[Cl:8].O.C(C(C(C([O-])=O)O)O)([O-])=O.[K+].[Na+].O.O.[Na+].[K+].C(C(C(C([O-])=O)O)O)([O-])=O. Product: [Cl:1][C:2]1[CH:3]=[C:4]([C:9]2[N:10]=[C:11]([N:20]3[CH:24]=[CH:23][N:22]=[C:21]3[CH3:25])[O:12][C:13]=2[CH2:14][CH2:15][CH2:16][OH:17])[CH:5]=[CH:6][C:7]=1[Cl:8]. The catalyst class is: 11. (5) Reactant: [C:1]([O:4][CH:5]([C:23](=[O:34])[CH2:24][O:25][CH2:26][CH2:27][O:28][CH2:29][CH2:30][N:31]=[N+]=[N-])[CH:6]([O:19][C:20](=[O:22])[CH3:21])[CH:7]([O:15][C:16](=[O:18])[CH3:17])[CH:8]([O:11][C:12](=[O:14])[CH3:13])[CH2:9][OH:10])(=[O:3])[CH3:2]. Product: [C:1]([O:4][CH:5]([C:23](=[O:34])[CH2:24][O:25][CH2:26][CH2:27][O:28][CH2:29][CH2:30][NH2:31])[CH:6]([O:19][C:20](=[O:22])[CH3:21])[CH:7]([O:15][C:16](=[O:18])[CH3:17])[CH:8]([O:11][C:12](=[O:14])[CH3:13])[CH2:9][OH:10])(=[O:3])[CH3:2]. The catalyst class is: 171.